This data is from Reaction yield outcomes from USPTO patents with 853,638 reactions. The task is: Predict the reaction yield, written as a fraction of the theoretical maximum amount of product (1.0 means a 100% yield; for example, 0.34 means a 34% yield). (1) The reactants are [CH3:1][N:2]1[C:10]2[C:5](=[CH:6][CH:7]=[C:8]([C:11]([F:14])([F:13])[F:12])[CH:9]=2)[CH:4]=[C:3]1[C:15]([O:17]CC)=[O:16].[OH-].[Na+].Cl. The catalyst is CO. The product is [CH3:1][N:2]1[C:10]2[C:5](=[CH:6][CH:7]=[C:8]([C:11]([F:13])([F:14])[F:12])[CH:9]=2)[CH:4]=[C:3]1[C:15]([OH:17])=[O:16]. The yield is 0.940. (2) The reactants are [OH:1][CH2:2][C@H:3]1[CH2:8][CH2:7][C@H:6]([N:9]2[C:14](=[O:15])[C:13]([CH2:16][C:17]3[CH:22]=[CH:21][C:20]([C:23]4[C:24]([C:29]#[N:30])=[CH:25][CH:26]=[CH:27][CH:28]=4)=[CH:19][CH:18]=3)=[C:12]([CH2:31][CH2:32][CH3:33])[N:11]3[N:34]=[CH:35][N:36]=[C:10]23)[CH2:5][CH2:4]1.C(N(CC)CC)C.Cl. The catalyst is CS(C)=O. The product is [CH:2]([C@H:3]1[CH2:4][CH2:5][C@H:6]([N:9]2[C:14](=[O:15])[C:13]([CH2:16][C:17]3[CH:22]=[CH:21][C:20]([C:23]4[C:24]([C:29]#[N:30])=[CH:25][CH:26]=[CH:27][CH:28]=4)=[CH:19][CH:18]=3)=[C:12]([CH2:31][CH2:32][CH3:33])[N:11]3[N:34]=[CH:35][N:36]=[C:10]23)[CH2:7][CH2:8]1)=[O:1]. The yield is 0.950. (3) The reactants are [CH3:1][S:2]([C:5]1[N:10]=[CH:9][C:8]([NH:11][NH2:12])=[CH:7][N:6]=1)(=[O:4])=[O:3].[ClH:13]. No catalyst specified. The product is [ClH:13].[CH3:1][S:2]([C:5]1[N:10]=[CH:9][C:8]([NH:11][NH2:12])=[CH:7][N:6]=1)(=[O:4])=[O:3]. The yield is 0.780.